From a dataset of Full USPTO retrosynthesis dataset with 1.9M reactions from patents (1976-2016). Predict the reactants needed to synthesize the given product. (1) Given the product [N:1]1[CH:6]=[CH:5][C:4]([CH:7]2[CH2:8][N:9]([C:13](=[O:17])[CH2:14][CH2:15][CH3:16])[CH2:10][CH2:11][O:12]2)=[CH:3][CH:2]=1, predict the reactants needed to synthesize it. The reactants are: [N:1]1[CH:6]=[CH:5][C:4]([CH:7]2[O:12][CH2:11][CH2:10][NH:9][CH2:8]2)=[CH:3][CH:2]=1.[C:13](Cl)(=[O:17])[CH2:14][CH2:15][CH3:16].C(N(CC)CC)C. (2) Given the product [NH2:20][C:8]1[CH:7]=[C:6]([O:5][CH2:4][C:3]2[CH:23]=[C:24]([F:27])[CH:25]=[CH:26][C:2]=2[Cl:1])[CH:11]=[CH:10][C:9]=1[S:12][C:13]1[CH:18]=[CH:17][C:16]([OH:19])=[CH:15][CH:14]=1, predict the reactants needed to synthesize it. The reactants are: [Cl:1][C:2]1[CH:26]=[CH:25][C:24]([F:27])=[CH:23][C:3]=1[CH2:4][O:5][C:6]1[CH:11]=[CH:10][C:9]([S:12][C:13]2[CH:18]=[CH:17][C:16]([OH:19])=[CH:15][CH:14]=2)=[C:8]([N+:20]([O-])=O)[CH:7]=1.[NH4+].[Cl-]. (3) Given the product [Br:49][C:50]1[CH:61]=[CH:60][C:53]2[NH:54][C:55]([CH:57]([NH:59][C:5](=[O:7])[C:4]3[CH:8]=[CH:9][C:10]([C:11]([N:13]4[CH2:17][CH2:16][CH2:15][CH2:14]4)=[O:12])=[C:2]([CH3:1])[CH:3]=3)[CH3:58])=[N:56][C:52]=2[CH:51]=1, predict the reactants needed to synthesize it. The reactants are: [CH3:1][C:2]1[CH:3]=[C:4]([CH:8]=[CH:9][C:10]=1[C:11]([N:13]1[CH2:17][CH2:16][CH2:15][CH2:14]1)=[O:12])[C:5]([OH:7])=O.CN(C(ON1N=NC2C=CC=CC1=2)=[N+](C)C)C.[B-](F)(F)(F)F.C(N(C(C)C)CC)(C)C.[Br:49][C:50]1[CH:61]=[CH:60][C:53]2[NH:54][C:55]([CH:57]([NH2:59])[CH3:58])=[N:56][C:52]=2[CH:51]=1.BrBr. (4) Given the product [C:1]1([C:7]2[CH:36]=[CH:35][CH:34]=[CH:33][C:8]=2[CH2:9][CH:10]([CH2:14][CH2:15][CH:16]([CH2:20][C:21]2[CH:26]=[CH:25][CH:24]=[CH:23][C:22]=2[C:27]2[CH:32]=[CH:31][CH:30]=[CH:29][CH:28]=2)[C:17]([Cl:39])=[O:18])[C:11]([Cl:41])=[O:12])[CH:6]=[CH:5][CH:4]=[CH:3][CH:2]=1, predict the reactants needed to synthesize it. The reactants are: [C:1]1([C:7]2[CH:36]=[CH:35][CH:34]=[CH:33][C:8]=2[CH2:9][CH:10]([CH2:14][CH2:15][CH:16]([CH2:20][C:21]2[CH:26]=[CH:25][CH:24]=[CH:23][C:22]=2[C:27]2[CH:32]=[CH:31][CH:30]=[CH:29][CH:28]=2)[C:17](O)=[O:18])[C:11](O)=[O:12])[CH:6]=[CH:5][CH:4]=[CH:3][CH:2]=1.O=S(Cl)[Cl:39].[ClH:41]. (5) Given the product [CH3:28][O:29][C:30]1[CH:31]=[C:32]([CH:36]=[CH:37][CH:38]=1)[C:33]([NH:18][CH:15]1[CH2:16][CH2:17][N:12]([C:10]2[N:9]=[CH:8][NH:7][C:6]3=[N:5][CH:4]=[C:3]([CH3:2])[C:11]=23)[CH2:13][CH2:14]1)=[O:34], predict the reactants needed to synthesize it. The reactants are: Cl.[CH3:2][C:3]1[C:11]2[C:10]([N:12]3[CH2:17][CH2:16][CH:15]([NH2:18])[CH2:14][CH2:13]3)=[N:9][CH:8]=[N:7][C:6]=2[NH:5][CH:4]=1.CCN(C(C)C)C(C)C.[CH3:28][O:29][C:30]1[CH:31]=[C:32]([CH:36]=[CH:37][CH:38]=1)[C:33](Cl)=[O:34]. (6) Given the product [CH3:15][N:14]1[CH2:16][CH2:17][N:10]([C:3]2[C:4]3=[N:5][CH:6]=[CH:7][CH:8]=[C:9]3[NH:1][CH:2]=2)[CH2:12][CH2:13]1, predict the reactants needed to synthesize it. The reactants are: [NH:1]1[C:9]2[C:4](=[N:5][CH:6]=[CH:7][CH:8]=2)[C:3]([NH2:10])=[CH:2]1.Cl[CH2:12][CH2:13][N:14]([CH2:16][CH2:17]Cl)[CH3:15].C([O-])([O-])=O.[Na+].[Na+].CO.C(Cl)Cl.